From a dataset of Full USPTO retrosynthesis dataset with 1.9M reactions from patents (1976-2016). Predict the reactants needed to synthesize the given product. (1) The reactants are: [NH:1]1[CH2:4][CH2:3][CH2:2]1.[Cl:5][C:6]1[CH:11]=[CH:10][C:9]([C:12]2[S:13][CH:14]=[C:15]([CH2:17][S:18][C:19]3[C:24]([C:25]#[N:26])=[C:23]([C:27]4[CH:32]=[CH:31][C:30]([O:33][CH2:34][CH2:35][OH:36])=[CH:29][CH:28]=4)[C:22]([C:37]#[N:38])=[CH:21][N:20]=3)[N:16]=2)=[CH:8][CH:7]=1.[C:39]([O:43][C:44]([NH:46][C@H:47]([C:59](O)=[O:60])[CH2:48][CH2:49][CH2:50][NH:51][C:52]([O:54][C:55]([CH3:58])([CH3:57])[CH3:56])=[O:53])=[O:45])([CH3:42])([CH3:41])[CH3:40].Cl.CN(C)CCCN=C=NCC. Given the product [C:39]([O:43][C:44]([NH:46][C@H:47]([C:59]([O:36][CH2:35][CH2:34][O:33][C:30]1[CH:31]=[CH:32][C:27]([C:23]2[C:24]([C:25]#[N:26])=[C:19]([S:18][CH2:17][C:15]3[N:16]=[C:12]([C:9]4[CH:8]=[CH:7][C:6]([Cl:5])=[CH:11][CH:10]=4)[S:13][CH:14]=3)[N:20]=[C:21]([N:1]3[CH2:4][CH2:3][CH2:2]3)[C:22]=2[C:37]#[N:38])=[CH:28][CH:29]=1)=[O:60])[CH2:48][CH2:49][CH2:50][NH:51][C:52]([O:54][C:55]([CH3:58])([CH3:57])[CH3:56])=[O:53])=[O:45])([CH3:41])([CH3:40])[CH3:42], predict the reactants needed to synthesize it. (2) Given the product [Cl:21][C:22]1[CH:27]=[CH:26][CH:25]=[CH:24][C:23]=1[O:28][C:2]1[C:7]([C:8]([O:10][CH2:11][CH3:12])=[O:9])=[C:6]([CH3:13])[N:5]=[C:4]([C:14]2[CH:19]=[CH:18][CH:17]=[C:16]([F:20])[CH:15]=2)[CH:3]=1, predict the reactants needed to synthesize it. The reactants are: Cl[C:2]1[C:7]([C:8]([O:10][CH2:11][CH3:12])=[O:9])=[C:6]([CH3:13])[N:5]=[C:4]([C:14]2[CH:19]=[CH:18][CH:17]=[C:16]([F:20])[CH:15]=2)[CH:3]=1.[Cl:21][C:22]1[CH:27]=[CH:26][CH:25]=[CH:24][C:23]=1[OH:28].C(=O)([O-])[O-].[K+].[K+]. (3) Given the product [Cl:13][C:11]([C:8]1[C:7]([I:14])=[C:6]([N:15]([CH3:23])[C:16]([CH2:18][O:19][C:20](=[O:22])[CH3:21])=[O:17])[C:5]([I:24])=[C:4]([C:2](=[O:3])[N:35]([CH2:27][CH:26]([OH:31])[CH2:25][OH:29])[CH3:33])[C:9]=1[I:10])=[O:12], predict the reactants needed to synthesize it. The reactants are: Cl[C:2]([C:4]1[C:5]([I:24])=[C:6]([N:15]([CH3:23])[C:16]([CH2:18][O:19][C:20](=[O:22])[CH3:21])=[O:17])[C:7]([I:14])=[C:8]([C:11]([Cl:13])=[O:12])[C:9]=1[I:10])=[O:3].[CH:25]([OH:29])(O)[CH2:26][CH3:27].C[OH:31].C[C:33]([N:35](C)C)=O. (4) Given the product [NH2:7][C:6]1[CH:13]=[C:2]([Br:1])[CH:3]=[CH:4][C:5]=1[C:10]([N:31]1[CH2:30][CH2:14][N:15]([C:16]([O:17][C:18]([CH3:19])([CH3:20])[CH3:21])=[O:22])[CH2:23][CH2:28]1)=[O:11], predict the reactants needed to synthesize it. The reactants are: [Br:1][C:2]1[CH:3]=[CH:4][C:5]2[C:10](=[O:11])OC(=O)[NH:7][C:6]=2[CH:13]=1.[CH3:14][N:15]([CH:23]1[CH2:28]CNCC1)[C:16](=[O:22])[O:17][C:18]([CH3:21])([CH3:20])[CH3:19].O.[CH3:30][N:31](C=O)C. (5) Given the product [C:36]([C:33]([C:29]1[CH:28]=[C:27]([CH:32]=[CH:31][CH:30]=1)[C:26]([NH:25][C:21]1[CH:22]=[CH:23][CH:24]=[C:19]([O:18][C:4]2[CH:5]=[CH:6][C:7]3[N:8]=[C:9]([NH:12][C:13](=[O:14])[CH2:15][N:60]4[CH2:61][CH2:62][N:57]([CH3:56])[CH2:58][CH2:59]4)[S:10][C:11]=3[C:3]=2[C:1]#[N:2])[CH:20]=1)=[O:38])([CH3:34])[CH3:35])#[N:37], predict the reactants needed to synthesize it. The reactants are: [C:1]([C:3]1[C:11]2[S:10][C:9]([NH:12][C:13]([CH:15]3CC3)=[O:14])=[N:8][C:7]=2[CH:6]=[CH:5][C:4]=1[O:18][C:19]1[CH:20]=[C:21]([NH:25][C:26](=[O:38])[C:27]2[CH:32]=[CH:31][CH:30]=[C:29]([C:33]([C:36]#[N:37])([CH3:35])[CH3:34])[CH:28]=2)[CH:22]=[CH:23][CH:24]=1)#[N:2].ClCC(Cl)=O.C(=O)([O-])O.[Na+].C(N(CC)CC)C.[CH3:56][N:57]1[CH2:62][CH2:61][NH:60][CH2:59][CH2:58]1. (6) Given the product [Cl:3][C:4]1[CH:9]=[CH:8][CH:7]=[CH:6][C:5]=1[C:10]1[N:11]([CH2:28][O:29][CH3:30])[C:12]2[C:17]([N:18]=1)=[C:16]([N:19]1[CH2:24][CH2:23][N:22]([CH2:25][CH3:26])[CH2:21][CH2:20]1)[N:15]=[C:14]([CH3:27])[N:13]=2, predict the reactants needed to synthesize it. The reactants are: [H-].[Na+].[Cl:3][C:4]1[CH:9]=[CH:8][CH:7]=[CH:6][C:5]=1[C:10]1[NH:11][C:12]2[C:17]([N:18]=1)=[C:16]([N:19]1[CH2:24][CH2:23][N:22]([CH2:25][CH3:26])[CH2:21][CH2:20]1)[N:15]=[C:14]([CH3:27])[N:13]=2.[CH3:28][O:29][CH2:30]Br.